From a dataset of Forward reaction prediction with 1.9M reactions from USPTO patents (1976-2016). Predict the product of the given reaction. (1) Given the reactants [C:1]([C:5]1[O:9][N:8]=[C:7]([NH:10][C:11](=[O:40])[NH:12][C:13]2[CH:18]=[CH:17][C:16]([NH:19][C:20](=[O:39])[C:21]3[CH:26]=[CH:25][CH:24]=[C:23]([CH2:27][N:28]4C(=O)C5C(=CC=CC=5)C4=O)[N:22]=3)=[CH:15][CH:14]=2)[CH:6]=1)([CH3:4])([CH3:3])[CH3:2].O.NN.[ClH:44], predict the reaction product. The product is: [ClH:44].[NH2:28][CH2:27][C:23]1[N:22]=[C:21]([C:20]([NH:19][C:16]2[CH:15]=[CH:14][C:13]([NH:12][C:11]([NH:10][C:7]3[CH:6]=[C:5]([C:1]([CH3:4])([CH3:3])[CH3:2])[O:9][N:8]=3)=[O:40])=[CH:18][CH:17]=2)=[O:39])[CH:26]=[CH:25][CH:24]=1. (2) Given the reactants [CH3:1][O:2][C:3]1[C:4](=[O:31])[C:5]([CH3:30])=[C:6]([CH2:12][C:13]2[CH:14]=[CH:15][C:16]([C:22]3[CH:27]=[CH:26][C:25]([O:28][CH3:29])=[CH:24][CH:23]=3)=[C:17]([CH:21]=2)[C:18](O)=[O:19])[C:7](=[O:11])[C:8]=1[O:9][CH3:10].[NH:32]1[CH2:37][CH2:36][O:35][CH2:34][CH2:33]1.CCN=C=NCCCN(C)C.Cl, predict the reaction product. The product is: [CH3:1][O:2][C:3]1[C:4](=[O:31])[C:5]([CH3:30])=[C:6]([CH2:12][C:13]2[CH:14]=[CH:15][C:16]([C:22]3[CH:27]=[CH:26][C:25]([O:28][CH3:29])=[CH:24][CH:23]=3)=[C:17]([CH:21]=2)[C:18]([N:32]2[CH2:37][CH2:36][O:35][CH2:34][CH2:33]2)=[O:19])[C:7](=[O:11])[C:8]=1[O:9][CH3:10]. (3) Given the reactants [Cl:1][C:2]1[CH:3]=[CH:4][C:5]2[CH2:11][S:10](=[O:13])(=[O:12])[NH:9][N:8]=[C:7]([C:14]3[CH:19]=[CH:18][C:17]([F:20])=[CH:16][CH:15]=3)[C:6]=2[CH:21]=1.Br[CH2:23][CH:24]=[C:25]([CH3:27])[CH3:26], predict the reaction product. The product is: [Cl:1][C:2]1[CH:3]=[CH:4][C:5]2[CH2:11][S:10](=[O:12])(=[O:13])[N:9]([CH2:23][CH:24]=[C:25]([CH3:27])[CH3:26])[N:8]=[C:7]([C:14]3[CH:19]=[CH:18][C:17]([F:20])=[CH:16][CH:15]=3)[C:6]=2[CH:21]=1. (4) The product is: [F:42][C:43]1[CH:44]=[CH:45][C:46]2[N:47]([CH:49]=[C:50]([C:18]([NH:17][C@H:14]3[CH2:13][CH2:12][C@@H:11]([N:8]4[C:9](=[O:10])[C:4]5[CH:3]=[C:2]([F:1])[CH:34]=[N:33][C:5]=5[N:6]([CH:26]5[CH2:31][CH2:30][N:29]([CH3:32])[CH2:28][CH2:27]5)[C:7]4=[O:25])[CH2:16][CH2:15]3)=[O:24])[N:51]=2)[CH:48]=1. Given the reactants [F:1][C:2]1[CH:34]=[N:33][C:5]2[N:6]([CH:26]3[CH2:31][CH2:30][N:29]([CH3:32])[CH2:28][CH2:27]3)[C:7](=[O:25])[N:8]([C@@H:11]3[CH2:16][CH2:15][C@H:14]([NH:17][C:18](=[O:24])OC(C)(C)C)[CH2:13][CH2:12]3)[C:9](=[O:10])[C:4]=2[CH:3]=1.Cl.O1CCOCC1.[F:42][C:43]1[CH:44]=[CH:45][C:46]2[N:47]([CH:49]=[C:50](C(O)=O)[N:51]=2)[CH:48]=1.C(N(CC)C(C)C)(C)C, predict the reaction product. (5) Given the reactants [CH3:1][O:2][C:3]([C:5]1[CH:6]=[C:7]2[C:12](=[CH:13][CH:14]=1)[N:11]=[CH:10][CH:9]=[CH:8]2)=[O:4].O1CCCC1.[Br:20]N1C(C)(C)C(=O)N(Br)C1=O.C(=O)(O)[O-].[Na+], predict the reaction product. The product is: [CH3:1][O:2][C:3]([C:5]1[CH:6]=[C:7]2[C:12](=[CH:13][CH:14]=1)[N:11]=[CH:10][C:9]([Br:20])=[CH:8]2)=[O:4].